From a dataset of Forward reaction prediction with 1.9M reactions from USPTO patents (1976-2016). Predict the product of the given reaction. (1) Given the reactants N(C(OCC)=O)=NC(OCC)=O.[OH:13][C:14]1[C:19]2[C:20](=[O:26])[O:21][C:22]([CH3:25])([CH3:24])[O:23][C:18]=2[CH:17]=[CH:16][CH:15]=1.C1(P(C2C=CC=CC=2)C2C=CC=CC=2)C=CC=CC=1.[O:46]1[CH2:50][CH2:49][C@H:48](O)[CH2:47]1, predict the reaction product. The product is: [CH3:25][C:22]1([CH3:24])[O:21][C:20](=[O:26])[C:19]2[C:14]([O:13][C@@H:48]3[CH2:49][CH2:50][O:46][CH2:47]3)=[CH:15][CH:16]=[CH:17][C:18]=2[O:23]1. (2) Given the reactants [F:1][C:2]1[CH:7]=[CH:6][C:5]([CH:8]([OH:25])[CH:9]([CH2:15][C:16]2[O:17][C:18]([C:21]([F:24])([F:23])[F:22])=[CH:19][CH:20]=2)[C:10]([O:12]CC)=[O:11])=[CH:4][CH:3]=1.[OH-].[Na+].Cl, predict the reaction product. The product is: [F:1][C:2]1[CH:7]=[CH:6][C:5]([CH:8]([OH:25])[CH:9]([CH2:15][C:16]2[O:17][C:18]([C:21]([F:22])([F:23])[F:24])=[CH:19][CH:20]=2)[C:10]([OH:12])=[O:11])=[CH:4][CH:3]=1. (3) The product is: [NH2:7][CH2:8][CH2:9][CH2:10][N:11]([CH2:16][C:17]1[CH:22]=[CH:21][CH:20]=[C:19]([C:23]2[CH:28]=[CH:27][N:26]=[C:25]([NH:31][CH2:32][CH2:33][C:34]3[CH:35]=[C:36]([Cl:42])[C:37]([OH:41])=[C:38]([Cl:40])[CH:39]=3)[N:24]=2)[CH:18]=1)[S:12]([CH3:15])(=[O:13])=[O:14]. Given the reactants C(OC(=O)[NH:7][CH2:8][CH2:9][CH2:10][N:11]([CH2:16][C:17]1[CH:22]=[CH:21][CH:20]=[C:19]([C:23]2[CH:28]=[CH:27][N:26]=[C:25](Cl)[N:24]=2)[CH:18]=1)[S:12]([CH3:15])(=[O:14])=[O:13])(C)(C)C.[NH2:31][CH2:32][CH2:33][C:34]1[CH:39]=[C:38]([Cl:40])[C:37]([OH:41])=[C:36]([Cl:42])[CH:35]=1, predict the reaction product. (4) The product is: [CH3:7][CH:6]([CH3:8])[CH2:5][C:4]([NH2:17])([C:9]([C:11]1[CH:12]=[N:13][CH:14]=[CH:15][CH:16]=1)=[O:10])[C:3]([OH:18])=[O:2]. Given the reactants C[O:2][C:3](=[O:18])[C:4]([NH2:17])([C:9]([C:11]1[CH:12]=[N:13][CH:14]=[CH:15][CH:16]=1)=[O:10])[CH2:5][CH:6]([CH3:8])[CH3:7].C1COCC1.[Li+].[OH-], predict the reaction product.